From a dataset of Full USPTO retrosynthesis dataset with 1.9M reactions from patents (1976-2016). Predict the reactants needed to synthesize the given product. (1) The reactants are: FC(F)(F)C(O)=O.[CH2:8]1[C:11]2([CH2:16][CH2:15][N:14](C(OC(C)(C)C)=O)[CH2:13][CH2:12]2)[CH2:10][O:9]1.C(=O)([O-])O.[Na+]. Given the product [CH2:8]1[C:11]2([CH2:16][CH2:15][NH:14][CH2:13][CH2:12]2)[CH2:10][O:9]1, predict the reactants needed to synthesize it. (2) Given the product [F:20][C:16]1[CH:15]=[C:14]2[C:19]([C:11]([C:9]3[CH:8]=[N:7][N:6]([CH2:5][C:3]([NH:47][CH3:50])=[O:28])[CH:10]=3)=[CH:12][NH:13]2)=[CH:18][CH:17]=1, predict the reactants needed to synthesize it. The reactants are: N1C[CH:3]([CH2:5][N:6]2[CH:10]=[C:9]([C:11]3[C:19]4[C:14](=[CH:15][C:16]([F:20])=[CH:17][CH:18]=4)[NH:13][CH:12]=3)[CH:8]=[N:7]2)C1.CN(C([O:28]N1N=NC2C=CC=NC1=2)=[N+](C)C)C.F[P-](F)(F)(F)(F)F.CC[N:47]([CH2:50]C)CC.CN. (3) Given the product [CH2:8]1[O:19][C:18]2[CH:17]=[CH:16][C:12]([CH2:13][C:2]3[CH:7]=[N:6][CH:5]=[CH:4][N:3]=3)=[CH:11][C:10]=2[O:9]1, predict the reactants needed to synthesize it. The reactants are: Cl[C:2]1[CH:7]=[N:6][CH:5]=[CH:4][N:3]=1.[CH2:8]1[O:19][C:18]2[CH:17]=[CH:16][C:12]([CH2:13][Mg]Cl)=[CH:11][C:10]=2[O:9]1.Cl. (4) Given the product [O:31]=[C:12]1[C:11]2([C:3]3=[CH:4][C:5]4[O:9][CH2:8][O:7][C:6]=4[CH:10]=[C:2]3[O:33][CH2:32]2)[C:19]2[C:14](=[CH:15][CH:16]=[CH:17][CH:18]=2)[N:13]1[CH2:20][C:21]1[CH:22]=[CH:23][C:24]([C:25]([O:27][CH3:28])=[O:26])=[CH:29][CH:30]=1, predict the reactants needed to synthesize it. The reactants are: O[C:2]1[C:3]([C:11]2([CH2:32][OH:33])[C:19]3[C:14](=[CH:15][CH:16]=[CH:17][CH:18]=3)[N:13]([CH2:20][C:21]3[CH:30]=[CH:29][C:24]([C:25]([O:27][CH3:28])=[O:26])=[CH:23][CH:22]=3)[C:12]2=[O:31])=[CH:4][C:5]2[O:9][CH2:8][O:7][C:6]=2[CH:10]=1.C1(CCN2C3C(=CC=CC=3)C(C3C(O)=CC4OCOC=4C=3)(CO)C2=O)CC1. (5) The reactants are: Cl[C:2]1[N:7]=[CH:6][C:5]([CH2:8][N:9]([CH:16]2[CH2:21][CH2:20][CH2:19][CH2:18][CH2:17]2)[C:10](=[O:15])[C:11]([F:14])([F:13])[F:12])=[CH:4][CH:3]=1.[CH3:22][N:23](C=O)C. Given the product [C:22]([C:2]1[N:7]=[CH:6][C:5]([CH2:8][N:9]([CH:16]2[CH2:21][CH2:20][CH2:19][CH2:18][CH2:17]2)[C:10](=[O:15])[C:11]([F:14])([F:13])[F:12])=[CH:4][CH:3]=1)#[N:23], predict the reactants needed to synthesize it. (6) The reactants are: C(N(CC)CC)C.S(Cl)(C)(=O)=O.[Cl:13][C:14]1[CH:40]=[CH:39][CH:38]=[C:37]([Cl:41])[C:15]=1[C:16]([NH:18][C@H:19]([C:33]([O:35][CH3:36])=[O:34])[CH2:20][C:21]1[CH:26]=[CH:25][C:24]([C:27]#[C:28][CH2:29][CH2:30][CH2:31]O)=[CH:23][CH:22]=1)=[O:17].[N:42]1[CH:47]=[CH:46][CH:45]=[CH:44][C:43]=1[NH:48][C:49](=[O:55])[O:50][C:51]([CH3:54])([CH3:53])[CH3:52].[H-].[Na+]. Given the product [C:51]([O:50][C:49]([N:48]([C:43]1[CH:44]=[CH:45][CH:46]=[CH:47][N:42]=1)[CH2:31][CH2:30][CH2:29][C:28]#[C:27][C:24]1[CH:23]=[CH:22][C:21]([CH2:20][C@@H:19]([C:33]([O:35][CH3:36])=[O:34])[NH:18][C:16](=[O:17])[C:15]2[C:37]([Cl:41])=[CH:38][CH:39]=[CH:40][C:14]=2[Cl:13])=[CH:26][CH:25]=1)=[O:55])([CH3:52])([CH3:54])[CH3:53], predict the reactants needed to synthesize it. (7) The reactants are: [CH3:1][C:2]1[O:3][C:4]([C@@H:7]2[CH2:12][CH2:11]CCN2)=[N:5][N:6]=1.C(O[C:18]([N:20]1CC[C@@H](C(O)=O)C1)=O)(C)(C)C.C(NN)(=O)C. Given the product [CH3:1][C:2]1[O:3][C:4]([C@@H:7]2[CH2:12][CH2:11][NH:20][CH2:18]2)=[N:5][N:6]=1, predict the reactants needed to synthesize it. (8) Given the product [NH:21]1[CH:22]=[CH:23][N:24]=[C:20]1[CH2:19][CH2:18][CH2:17][CH2:16][CH2:15][CH2:14][CH2:13][CH2:12][CH2:11][CH2:10][CH2:9][C:8]([OH:25])=[O:7], predict the reactants needed to synthesize it. The reactants are: N1C=CN=C1.C[O:7][C:8](=[O:25])[CH2:9][CH2:10][CH2:11][CH2:12][CH2:13][CH2:14][CH2:15][CH2:16][CH2:17][CH2:18][CH2:19][C:20]1[NH:21][CH:22]=[CH:23][N:24]=1. (9) Given the product [CH3:10][O:9][C:6]1[CH:7]=[CH:8][C:3]([CH2:2][NH:18][CH3:17])=[CH:4][C:5]=1[N+:11]([O-:13])=[O:12], predict the reactants needed to synthesize it. The reactants are: Br[CH2:2][C:3]1[CH:8]=[CH:7][C:6]([O:9][CH3:10])=[C:5]([N+:11]([O-:13])=[O:12])[CH:4]=1.CCO.[CH3:17][NH2:18]. (10) Given the product [CH2:1]([O:8][C@H:9]([CH2:24][CH2:25][CH2:26][CH2:27][CH2:28][CH2:29][CH2:30][CH2:31][CH2:32][CH:33]([CH3:35])[CH3:34])[CH2:10][C:11]([OH:13])=[O:12])[C:2]1[CH:7]=[CH:6][CH:5]=[CH:4][CH:3]=1, predict the reactants needed to synthesize it. The reactants are: [CH2:1]([O:8][C@H:9]([CH2:24][CH2:25][CH2:26][CH2:27][CH2:28][CH2:29][CH2:30][CH2:31][CH2:32][CH:33]([CH3:35])[CH3:34])[CH2:10][C:11]([O:13]CC(C1C=CC(Br)=CC=1)=O)=[O:12])[C:2]1[CH:7]=[CH:6][CH:5]=[CH:4][CH:3]=1.